Dataset: Peptide-MHC class II binding affinity with 134,281 pairs from IEDB. Task: Regression. Given a peptide amino acid sequence and an MHC pseudo amino acid sequence, predict their binding affinity value. This is MHC class II binding data. (1) The peptide sequence is MASRFMTDPHAMRDM. The MHC is DRB1_0802 with pseudo-sequence DRB1_0802. The binding affinity (normalized) is 0.383. (2) The peptide sequence is NFSLGAAVKAGAALL. The MHC is DRB1_0901 with pseudo-sequence DRB1_0901. The binding affinity (normalized) is 0.921. (3) The peptide sequence is CDPKRYFVPIFSEAV. The MHC is DRB1_1501 with pseudo-sequence DRB1_1501. The binding affinity (normalized) is 0.560. (4) The peptide sequence is RRTGNIQIRLPWYSY. The MHC is DRB3_0101 with pseudo-sequence DRB3_0101. The binding affinity (normalized) is 0.124.